The task is: Predict which catalyst facilitates the given reaction.. This data is from Catalyst prediction with 721,799 reactions and 888 catalyst types from USPTO. (1) Reactant: [F:1][C:2]1[CH:13]=[CH:12][C:11]([C:14]2[CH:19]=[CH:18][CH:17]=[C:16]([F:20])[CH:15]=2)=[CH:10][C:3]=1[C:4](N(OC)C)=[O:5].[CH3:21][Mg+].[Br-].O. Product: [F:1][C:2]1[CH:13]=[CH:12][C:11]([C:14]2[CH:19]=[CH:18][CH:17]=[C:16]([F:20])[CH:15]=2)=[CH:10][C:3]=1[C:4](=[O:5])[CH3:21]. The catalyst class is: 1. (2) Reactant: Br[C:2]1[CH:7]=[CH:6][C:5]([C@@H:8]([NH:10][C:11](=[O:17])[O:12][C:13]([CH3:16])([CH3:15])[CH3:14])[CH3:9])=[CH:4][CH:3]=1.[CH3:18][C:19]1([CH3:35])[C:23]([CH3:25])([CH3:24])[O:22][B:21]([B:21]2[O:22][C:23]([CH3:25])([CH3:24])[C:19]([CH3:35])([CH3:18])[O:20]2)[O:20]1.C([O-])(=O)C.[K+]. Product: [CH3:18][C:19]1([CH3:35])[C:23]([CH3:25])([CH3:24])[O:22][B:21]([C:2]2[CH:7]=[CH:6][C:5]([C@@H:8]([NH:10][C:11](=[O:17])[O:12][C:13]([CH3:16])([CH3:15])[CH3:14])[CH3:9])=[CH:4][CH:3]=2)[O:20]1. The catalyst class is: 75.